From a dataset of Full USPTO retrosynthesis dataset with 1.9M reactions from patents (1976-2016). Predict the reactants needed to synthesize the given product. (1) Given the product [CH2:1]([O:3][C:4]([C:6]1[S:7][C:8]([S:23][CH2:24][CH2:25][CH3:26])=[C:9]2[C:14]3[N:28]([CH3:27])[N:29]=[CH:16][C:13]=3[CH2:12][CH2:11][C:10]=12)=[O:5])[CH3:2], predict the reactants needed to synthesize it. The reactants are: [CH2:1]([O:3][C:4]([C:6]1[S:7][C:8]([S:23][CH2:24][CH2:25][CH3:26])=[C:9]2[C:14](=O)[CH:13]([CH:16](OCC)OCC)[CH2:12][CH2:11][C:10]=12)=[O:5])[CH3:2].[CH3:27][NH:28][NH2:29].Cl. (2) The reactants are: Cl[CH2:2][CH2:3][CH2:4][N:5]1[C:10]2[CH:11]=[C:12]([F:15])[CH:13]=[CH:14][C:9]=2[O:8][CH2:7][C:6]1=[O:16].[CH:17]1([CH2:20][O:21][CH:22]2[CH2:27][CH2:26][NH:25][CH2:24][CH2:23]2)[CH2:19][CH2:18]1.[Na+].[I-].C([O-])([O-])=O.[K+].[K+]. Given the product [CH:17]1([CH2:20][O:21][CH:22]2[CH2:27][CH2:26][N:25]([CH2:2][CH2:3][CH2:4][N:5]3[C:10]4[CH:11]=[C:12]([F:15])[CH:13]=[CH:14][C:9]=4[O:8][CH2:7][C:6]3=[O:16])[CH2:24][CH2:23]2)[CH2:18][CH2:19]1, predict the reactants needed to synthesize it. (3) Given the product [C:44]1([C:41]2[CH:42]=[CH:43][C:38]([C:30]3[C:29]4[C:24]([C:23]([C:20]5[CH:19]=[CH:18][C:17]([C:1]6[C:14]7[C:15]8=[C:16]9[C:11](=[CH:12][CH:13]=7)[CH:10]=[CH:9][CH:8]=[C:7]9[CH:6]=[CH:5][C:4]8=[CH:3][CH:2]=6)=[CH:22][CH:21]=5)=[C:36]5[C:31]=3[CH:32]=[CH:33][CH:34]=[CH:35]5)=[CH:25][CH:26]=[CH:27][CH:28]=4)=[CH:39][CH:40]=2)[C:57]2[C:58]3=[C:59]4[C:54](=[CH:55][CH:56]=2)[CH:53]=[CH:52][CH:51]=[C:50]4[CH:49]=[CH:48][C:47]3=[CH:46][CH:45]=1, predict the reactants needed to synthesize it. The reactants are: [C:1]1([C:17]2[CH:22]=[CH:21][C:20]([C:23]3(O)[C:36]4[CH:35]=[CH:34][CH:33]=[CH:32][C:31]=4[C:30]([C:38]4[CH:43]=[CH:42][C:41]([C:44]5[C:57]6[C:58]7=[C:59]8[C:54](=[CH:55][CH:56]=6)[CH:53]=[CH:52][CH:51]=[C:50]8[CH:49]=[CH:48][C:47]7=[CH:46][CH:45]=5)=[CH:40][CH:39]=4)(O)[C:29]4[C:24]3=[CH:25][CH:26]=[CH:27][CH:28]=4)=[CH:19][CH:18]=2)[C:14]2[C:15]3=[C:16]4[C:11](=[CH:12][CH:13]=2)[CH:10]=[CH:9][CH:8]=[C:7]4[CH:6]=[CH:5][C:4]3=[CH:3][CH:2]=1.I.[PH2](O)=O. (4) Given the product [Cl:17][C:14]1[CH:15]=[C:16]2[NH:8][C:9](=[O:34])[C:10]3([CH:18]([C:19]4[CH:24]=[C:23]([Cl:25])[CH:22]=[CH:21][C:20]=4[O:26][CH2:27][CH:28]4[CH2:29][CH2:30][O:31][CH2:32][CH2:33]4)[CH2:45][C:44](=[O:46])[NH:43][CH:42]3[C:40]3[CH:41]=[C:36]([F:35])[CH:37]=[CH:38][C:39]=3[CH3:51])[C:11]2=[CH:12][CH:13]=1, predict the reactants needed to synthesize it. The reactants are: C(OC([N:8]1[C:16]2[C:11](=[CH:12][CH:13]=[C:14]([Cl:17])[CH:15]=2)/[C:10](=[CH:18]/[C:19]2[CH:24]=[C:23]([Cl:25])[CH:22]=[CH:21][C:20]=2[O:26][CH2:27][CH:28]2[CH2:33][CH2:32][O:31][CH2:30][CH2:29]2)/[C:9]1=[O:34])=C)(C)(C)C.[F:35][C:36]1[CH:37]=[CH:38][C:39]([CH3:51])=[C:40]([CH:42]=[N:43][C:44]([O:46][Si](C)(C)C)=[CH2:45])[CH:41]=1. (5) Given the product [CH3:11][CH2:12][C@@H:13]([C:15]([O:17][C@@H:18]1[C@@H:23]2[C@@H:24]([CH2:29][CH2:30][C@H:31]3[O:37][C:35](=[O:36])[CH2:34][C@H:33]([OH:38])[CH2:32]3)[C@@H:25]([CH3:28])[CH:26]=[CH:27][C:22]2=[CH:21][C@H:20]([CH3:39])[CH2:19]1)=[O:16])[CH3:14].[C:6]([NH2:10])([CH3:9])([CH3:8])[CH3:7], predict the reactants needed to synthesize it. The reactants are: N1CCCC1.[C:6]([NH2:10])([CH3:9])([CH3:8])[CH3:7].[CH3:11][CH2:12][C@@H:13]([C:15]([O:17][C@@H:18]1[C@@H:23]2[C@@H:24]([CH2:29][CH2:30][C@H:31]3[O:37][C:35](=[O:36])[CH2:34][C@H:33]([OH:38])[CH2:32]3)[C@@H:25]([CH3:28])[CH:26]=[CH:27][C:22]2=[CH:21][C@H:20]([CH3:39])[CH2:19]1)=[O:16])[CH3:14].CI. (6) Given the product [Cl:1][C:2]1[C:3]([CH3:36])=[CH:4][C:5]([O:6][CH2:7][CH2:8][CH2:9][C:10]2[C:18]3[C:13](=[C:14]([C:19]4[C:20]([CH3:26])=[N:21][N:22]([CH3:25])[C:23]=4[CH3:24])[CH:15]=[CH:16][CH:17]=3)[N:12]([CH2:27][CH2:28][C:29]([NH:46][S:43]([C:40]3[CH:41]=[CH:42][N:37]=[CH:38][CH:39]=3)(=[O:45])=[O:44])=[O:30])[C:11]=2[CH3:32])=[CH:33][C:34]=1[CH3:35], predict the reactants needed to synthesize it. The reactants are: [Cl:1][C:2]1[C:34]([CH3:35])=[CH:33][C:5]([O:6][CH2:7][CH2:8][CH2:9][C:10]2[C:18]3[C:13](=[C:14]([C:19]4[C:20]([CH3:26])=[N:21][N:22]([CH3:25])[C:23]=4[CH3:24])[CH:15]=[CH:16][CH:17]=3)[N:12]([CH2:27][CH2:28][C:29](O)=[O:30])[C:11]=2[CH3:32])=[CH:4][C:3]=1[CH3:36].[N:37]1[CH:42]=[CH:41][C:40]([S:43]([NH2:46])(=[O:45])=[O:44])=[CH:39][CH:38]=1. (7) The reactants are: Cl[CH2:2][C:3]1[O:7][C:6]([C:8]2[CH:13]=[CH:12][C:11]([C:14]3[C:19]([CH3:20])=[CH:18][CH:17]=[C:16]([C:21]([NH:23][CH:24]4[CH2:26][CH2:25]4)=[O:22])[CH:15]=3)=[CH:10][CH:9]=2)=[N:5][N:4]=1.[CH3:27][O-:28].[Na+]. Given the product [CH:24]1([NH:23][C:21]([C:16]2[CH:15]=[C:14]([C:11]3[CH:12]=[CH:13][C:8]([C:6]4[O:7][C:3]([CH2:2][O:28][CH3:27])=[N:4][N:5]=4)=[CH:9][CH:10]=3)[C:19]([CH3:20])=[CH:18][CH:17]=2)=[O:22])[CH2:26][CH2:25]1, predict the reactants needed to synthesize it. (8) Given the product [Cl:1][C:2]1[CH:10]=[C:9]2[NH:8][C:7](=[O:19])[C:6]3([CH:20]([C:21]4[CH:26]=[CH:25][CH:24]=[C:23]([Cl:27])[CH:22]=4)[CH2:43][C:42](=[O:44])[NH:41][CH:40]3[C:30]3[C:31]([O:36][CH:37]([CH3:38])[CH3:39])=[CH:32][CH:33]=[C:34]([F:35])[C:29]=3[F:28])[C:5]2=[CH:4][CH:3]=1.[CH3:11][O:12][CH:13]([Si:45]([CH3:46])([CH3:47])[CH3:48])[CH3:14], predict the reactants needed to synthesize it. The reactants are: [Cl:1][C:2]1[CH:10]=[C:9]2[C:5](/[C:6](=[CH:20]/[C:21]3[CH:26]=[CH:25][CH:24]=[C:23]([Cl:27])[CH:22]=3)/[C:7](=[O:19])[N:8]2[CH2:11][O:12][CH2:13][CH2:14][Si](C)(C)C)=[CH:4][CH:3]=1.[F:28][C:29]1[C:34]([F:35])=[CH:33][CH:32]=[C:31]([O:36][CH:37]([CH3:39])[CH3:38])[C:30]=1[CH:40]=[N:41][C:42]([O:44][Si:45]([CH3:48])([CH3:47])[CH3:46])=[CH2:43].